From a dataset of Full USPTO retrosynthesis dataset with 1.9M reactions from patents (1976-2016). Predict the reactants needed to synthesize the given product. (1) The reactants are: [CH3:1][C@:2]12[C@H:13]([C:14]3[CH:15]=[CH:16][O:17][CH:18]=3)[O:12][C:10](=[O:11])[C@H:8]3[O:9][C@@:7]13[C@:6]1([CH3:34])[C:19]([CH2:21][C@H:22]3[C:31]([CH3:33])([CH3:32])[O:30][C@@H:29]4[C@:23]3([CH2:24][O:25][C:26]([CH2:28]4)=[O:27])[C@H:5]1[CH2:4][CH2:3]2)=[O:20].C[C@@]12[C@@H](O)CC[C@H]1[C@@H]1CCC3C=C(O)C=CC=3[C@H]1CC2.C(O)[C@H]1OC(O)[C@H](O)[C@@H](O)[C@@H]1O.Cl. Given the product [CH3:1][C@:2]12[C@H:13]([C:14]3[CH:15]=[CH:16][O:17][CH:18]=3)[O:12][C:10](=[O:11])[C@H:8]3[O:9][C@@:7]13[C@:6]1([CH3:34])[C:19]([CH2:21][C@H:22]3[C:31]([CH3:33])([CH3:32])[O:30][C@@H:29]4[C@:23]3([CH2:24][O:25][C:26]([CH2:28]4)=[O:27])[C@H:5]1[CH2:4][CH2:3]2)=[O:20], predict the reactants needed to synthesize it. (2) Given the product [Br:2][C:3]1[CH:8]=[CH:7][C:6]([CH2:9][NH:10][C:18](=[NH:21])[CH:17]([O:22][CH2:23][CH3:24])[O:16][CH2:14][CH3:15])=[CH:5][CH:4]=1, predict the reactants needed to synthesize it. The reactants are: Cl.[Br:2][C:3]1[CH:8]=[CH:7][C:6]([CH2:9][NH2:10])=[CH:5][CH:4]=1.C[O-].[Na+].[CH2:14]([O:16][CH:17]([O:22][CH2:23][CH3:24])[C:18](=[NH:21])OC)[CH3:15]. (3) Given the product [C:14]1([C:17]2[CH:18]=[CH:19][CH:20]=[CH:21][CH:22]=2)[CH:15]=[CH:16][C:11]([NH:10][C:8](=[O:9])[CH:7]([CH3:23])[C:6]([OH:24])=[O:5])=[CH:12][CH:13]=1, predict the reactants needed to synthesize it. The reactants are: O[Li].O.C[O:5][C:6](=[O:24])[CH:7]([CH3:23])[C:8]([NH:10][C:11]1[CH:16]=[CH:15][C:14]([C:17]2[CH:22]=[CH:21][CH:20]=[CH:19][CH:18]=2)=[CH:13][CH:12]=1)=[O:9].C1COCC1.O. (4) Given the product [C:1]([C:5]1[CH:6]=[C:7]([NH:40][S:41]([CH3:44])(=[O:43])=[O:42])[C:8]([O:38][CH3:39])=[C:9]([NH:11][C:12]([C:14]2[N:15]([CH3:37])[C:16]3[C:21]([CH:22]=2)=[CH:20][CH:19]=[CH:18][C:17]=3[CH2:23][N:24]2[CH2:29][CH2:28][N:27]([C:30]([C@H:32]3[CH2:36][CH2:35][N:34]([CH3:45])[CH2:33]3)=[O:31])[CH2:26][CH2:25]2)=[O:13])[CH:10]=1)([CH3:4])([CH3:2])[CH3:3], predict the reactants needed to synthesize it. The reactants are: [C:1]([C:5]1[CH:6]=[C:7]([NH:40][S:41]([CH3:44])(=[O:43])=[O:42])[C:8]([O:38][CH3:39])=[C:9]([NH:11][C:12]([C:14]2[N:15]([CH3:37])[C:16]3[C:21]([CH:22]=2)=[CH:20][CH:19]=[CH:18][C:17]=3[CH2:23][N:24]2[CH2:29][CH2:28][N:27]([C:30]([C@H:32]3[CH2:36][CH2:35][NH:34][CH2:33]3)=[O:31])[CH2:26][CH2:25]2)=[O:13])[CH:10]=1)([CH3:4])([CH3:3])[CH3:2].[CH2:45]=O. (5) Given the product [Br:1][C:2]1[CH:11]=[C:10]2[C:5]([C:6]([NH:16][CH2:17][C:18]([CH3:21])([OH:20])[CH3:19])=[C:7]([N+:12]([O-:14])=[O:13])[CH:8]=[N:9]2)=[N:4][CH:3]=1, predict the reactants needed to synthesize it. The reactants are: [Br:1][C:2]1[CH:11]=[C:10]2[C:5]([C:6](Cl)=[C:7]([N+:12]([O-:14])=[O:13])[CH:8]=[N:9]2)=[N:4][CH:3]=1.[NH2:16][CH2:17][C:18]([CH3:21])([OH:20])[CH3:19]. (6) Given the product [C:66]([O:65][N:44]([CH2:16][C:4]1[CH:5]=[CH:6][C:7]([O:8][Si:9]([C:12]([CH3:13])([CH3:14])[CH3:15])([CH3:10])[CH3:11])=[C:2]([Br:1])[CH:3]=1)[C:45]([N:47]=[C:48]=[O:50])=[NH:46])([CH3:68])([CH3:18])[CH3:67], predict the reactants needed to synthesize it. The reactants are: [Br:1][C:2]1[CH:3]=[C:4]([CH2:16]O)[CH:5]=[CH:6][C:7]=1[O:8][Si:9]([C:12]([CH3:15])([CH3:14])[CH3:13])([CH3:11])[CH3:10].[CH:18]1C=CC(P(C2C=CC=CC=2)C2C=CC=CC=2)=CC=1.C(OC([NH:44][C:45]([NH:47][C:48]([O:50]C(C)(C)C)=O)=[NH:46])=O)(C)(C)C.[CH3:67][CH:66]([O:65]C(/N=N/C([O:65][CH:66]([CH3:68])[CH3:67])=O)=O)[CH3:68]. (7) Given the product [Br:1][C:2]1[C:3]([CH3:10])=[C:4]([C:7]([NH:12][C:13]2[CH:14]=[C:15]([C:16](=[O:17])[NH:18][CH:19]3[CH2:21][CH2:20]3)[CH:22]=[CH:23][C:24]=2[CH3:25])=[O:9])[S:5][CH:6]=1, predict the reactants needed to synthesize it. The reactants are: [Br:1][C:2]1[C:3]([CH3:10])=[C:4]([C:7]([OH:9])=O)[S:5][CH:6]=1.Cl.[NH2:12][C:13]1[CH:14]=[C:15]([CH:22]=[CH:23][C:24]=1[CH3:25])[C:16]([NH:18][CH:19]1[CH2:21][CH2:20]1)=[O:17]. (8) Given the product [F:22][C:23]1[CH:24]=[C:25]2[C:29](=[C:30]([NH:32][CH:33]=[O:34])[CH:31]=1)[NH:28][C:27](=[O:35])/[C:26]/2=[CH:20]\[C:3]1[NH:4][C:5]2[CH2:11][CH2:10][CH2:9][N:8]([CH2:12][CH2:13][N:14]3[CH2:15][CH2:16][CH2:17][CH2:18]3)[C:7](=[O:19])[C:6]=2[C:2]=1[CH3:1], predict the reactants needed to synthesize it. The reactants are: [CH3:1][C:2]1[C:6]2[C:7](=[O:19])[N:8]([CH2:12][CH2:13][N:14]3[CH2:18][CH2:17][CH2:16][CH2:15]3)[CH2:9][CH2:10][CH2:11][C:5]=2[NH:4][C:3]=1[CH:20]=O.[F:22][C:23]1[CH:24]=[C:25]2[C:29](=[C:30]([NH:32][CH:33]=[O:34])[CH:31]=1)[NH:28][C:27](=[O:35])[CH2:26]2.